This data is from Forward reaction prediction with 1.9M reactions from USPTO patents (1976-2016). The task is: Predict the product of the given reaction. (1) The product is: [N+:12]([C:9]1[CH:8]=[CH:7][C:6]([O:5][CH2:4][C:3]([OH:15])=[O:2])=[CH:11][CH:10]=1)([O-:14])=[O:13]. Given the reactants C[O:2][C:3](=[O:15])[CH2:4][O:5][C:6]1[CH:11]=[CH:10][C:9]([N+:12]([O-:14])=[O:13])=[CH:8][CH:7]=1, predict the reaction product. (2) Given the reactants [Cl:1][C:2]1[CH:7]=[CH:6][C:5]([N+:8]([O-])=O)=[CH:4][C:3]=1[CH3:11], predict the reaction product. The product is: [ClH:1].[Cl:1][C:2]1[CH:7]=[CH:6][C:5]([NH2:8])=[CH:4][C:3]=1[CH3:11]. (3) Given the reactants CC1(C)[O:6][C@H:5]([CH2:7][O:8][C:9]2[CH:14]=[CH:13][C:12]([C:15]([C:20]3[CH:25]=[CH:24][C:23]([C:26]#[C:27][C:28]([CH2:32][CH3:33])([OH:31])[CH2:29][CH3:30])=[C:22]([CH3:34])[CH:21]=3)([CH2:18][CH3:19])[CH2:16][CH3:17])=[CH:11][C:10]=2[CH3:35])[CH2:4][O:3]1.C(O)(C(F)(F)F)=O.C([O-])(O)=O.[Na+], predict the reaction product. The product is: [CH2:16]([C:15]([C:12]1[CH:13]=[CH:14][C:9]([O:8][CH2:7][C@@H:5]([OH:6])[CH2:4][OH:3])=[C:10]([CH3:35])[CH:11]=1)([C:20]1[CH:25]=[CH:24][C:23]([C:26]#[C:27][C:28]([CH2:29][CH3:30])([OH:31])[CH2:32][CH3:33])=[C:22]([CH3:34])[CH:21]=1)[CH2:18][CH3:19])[CH3:17]. (4) Given the reactants [Cl:1][C:2]1[CH:7]=[CH:6][C:5]([C:8]2([OH:23])[CH2:13][CH2:12][N:11](C(OC(C)(C)C)=O)[CH2:10][C:9]2([CH3:22])[CH3:21])=[CH:4][CH:3]=1.Cl, predict the reaction product. The product is: [Cl:1][C:2]1[CH:7]=[CH:6][C:5]([C:8]2([OH:23])[CH2:13][CH2:12][NH:11][CH2:10][C:9]2([CH3:21])[CH3:22])=[CH:4][CH:3]=1. (5) Given the reactants [CH2:1]([N:7]1[CH2:12][CH:11]2[CH:9]([C:10]2([C:14]2[CH:19]=[CH:18][CH:17]=[C:16]([OH:20])[CH:15]=2)[CH3:13])[C:8]1=O)[CH2:2][CH2:3][CH2:4][CH2:5][CH3:6].[H-].[Al+3].[Li+].[H-].[H-].[H-], predict the reaction product. The product is: [CH2:1]([N:7]1[CH2:12][CH:11]2[CH:9]([C:10]2([C:14]2[CH:15]=[C:16]([OH:20])[CH:17]=[CH:18][CH:19]=2)[CH3:13])[CH2:8]1)[CH2:2][CH2:3][CH2:4][CH2:5][CH3:6]. (6) Given the reactants [C:1]([C:3]1[CH:4]=[C:5]([C:13]2[S:17][C:16]([N:18]3[CH:33]=[C:21]4[CH2:22][N:23]([CH2:26][CH2:27][C:28]([O:30]CC)=[O:29])[CH2:24][CH2:25][C:20]4=[N:19]3)=[N:15][N:14]=2)[CH:6]=[CH:7][C:8]=1[O:9][CH:10]([CH3:12])[CH3:11])#[N:2].[Li+].[OH-], predict the reaction product. The product is: [C:1]([C:3]1[CH:4]=[C:5]([C:13]2[S:17][C:16]([N:18]3[CH:33]=[C:21]4[CH2:22][N:23]([CH2:26][CH2:27][C:28]([OH:30])=[O:29])[CH2:24][CH2:25][C:20]4=[N:19]3)=[N:15][N:14]=2)[CH:6]=[CH:7][C:8]=1[O:9][CH:10]([CH3:11])[CH3:12])#[N:2]. (7) Given the reactants [C:1]([O:5][C@@H:6]([C:10]1[C:30]([CH3:31])=[CH:29][C:13]2[N:14]=[C:15]([C:17]3[CH:22]=[CH:21][CH:20]=[C:19]([N:23]4[CH2:28][CH2:27][NH:26][CH2:25][CH2:24]4)[CH:18]=3)[S:16][C:12]=2[C:11]=1[C:32]1[CH:37]=[CH:36][C:35]([Cl:38])=[CH:34][CH:33]=1)[C:7]([OH:9])=[O:8])([CH3:4])([CH3:3])[CH3:2].[CH3:39][C:40]([CH3:42])=O.C(O)(=O)C.C(O[BH-](OC(=O)C)OC(=O)C)(=O)C.[Na+], predict the reaction product. The product is: [C:1]([O:5][C@@H:6]([C:10]1[C:30]([CH3:31])=[CH:29][C:13]2[N:14]=[C:15]([C:17]3[CH:22]=[CH:21][CH:20]=[C:19]([N:23]4[CH2:28][CH2:27][N:26]([CH:40]([CH3:42])[CH3:39])[CH2:25][CH2:24]4)[CH:18]=3)[S:16][C:12]=2[C:11]=1[C:32]1[CH:33]=[CH:34][C:35]([Cl:38])=[CH:36][CH:37]=1)[C:7]([OH:9])=[O:8])([CH3:4])([CH3:2])[CH3:3].